This data is from Forward reaction prediction with 1.9M reactions from USPTO patents (1976-2016). The task is: Predict the product of the given reaction. (1) The product is: [Br:17][C:18]1[CH:19]=[C:20]([C:9]2[CH:10]=[CH:11][C:6]3[NH:5][C:4](=[O:15])[O:3][C:2]([CH3:16])([CH3:1])[C:7]=3[CH:8]=2)[CH:21]=[C:22]([F:24])[CH:23]=1. Given the reactants [CH3:1][C:2]1([CH3:16])[C:7]2[CH:8]=[C:9](B(O)O)[CH:10]=[CH:11][C:6]=2[NH:5][C:4](=[O:15])[O:3]1.[Br:17][C:18]1[CH:23]=[C:22]([F:24])[CH:21]=[C:20](Br)[CH:19]=1.C(=O)([O-])[O-].[Na+].[Na+], predict the reaction product. (2) Given the reactants Br[CH:2]([CH2:6][CH2:7][CH2:8][CH3:9])[C:3]([OH:5])=[O:4].[C:10]([C:12]1[CH:17]=[CH:16][C:15]([OH:18])=[CH:14][CH:13]=1)#[N:11].[NH2:19][C:20]1[S:21][CH:22]=[CH:23][N:24]=1, predict the reaction product. The product is: [C:10]([C:12]1[CH:17]=[CH:16][C:15]([O:18][CH:2]([CH2:6][CH2:7][CH2:8][CH3:9])[C:3]([OH:5])=[O:4])=[CH:14][CH:13]=1)#[N:11].[C:10]([C:12]1[CH:17]=[CH:16][C:15]([O:18][CH:2]([CH2:6][CH2:7][CH2:8][CH3:9])[C:3]([NH:19][C:20]2[S:21][CH:22]=[CH:23][N:24]=2)=[O:4])=[CH:14][CH:13]=1)#[N:11]. (3) Given the reactants [CH3:1][O:2][C:3]1[CH:4]=[C:5]([CH:9]=[C:10]([C:12]([O:14][CH3:15])=[O:13])[CH:11]=1)C(O)=O.C([N:18]([CH2:21]C)CC)C.C1(P(N=[N+]=[N-])(C2C=CC=CC=2)=[O:30])C=CC=CC=1.[C:40]([OH:44])([CH3:43])([CH3:42])[CH3:41], predict the reaction product. The product is: [C:40]([O:44][C:21]([NH:18][C:5]1[CH:9]=[C:10]([CH:11]=[C:3]([O:2][CH3:1])[CH:4]=1)[C:12]([O:14][CH3:15])=[O:13])=[O:30])([CH3:43])([CH3:42])[CH3:41]. (4) Given the reactants [C:1]([O:5][C:6](=[O:19])[C:7]([S:10][C:11]1[S:12][CH:13]=[C:14]([C:16](=[O:18])[CH3:17])[N:15]=1)([CH3:9])[CH3:8])([CH3:4])([CH3:3])[CH3:2].[Br-:20].[Br-].[Br-].C1([N+](C)(C)C)C=CC=CC=1.C1([N+](C)(C)C)C=CC=CC=1.C1([N+](C)(C)C)C=CC=CC=1, predict the reaction product. The product is: [C:1]([O:5][C:6](=[O:19])[C:7]([S:10][C:11]1[S:12][CH:13]=[C:14]([C:16](=[O:18])[CH2:17][Br:20])[N:15]=1)([CH3:9])[CH3:8])([CH3:2])([CH3:3])[CH3:4]. (5) Given the reactants [OH:1][CH:2]([C:4]1[N:8]=[CH:7][N:6]([C:9]2[N:10]=[CH:11][C:12]([O:23][CH3:24])=[C:13]3[C:17]([C:18](=[O:22])[C:19]([OH:21])=O)=[CH:16][NH:15][C:14]=23)[N:5]=1)[CH3:3].[N:25]1[CH:30]=[CH:29][CH:28]=[CH:27][C:26]=1[C:31]1[C:32]2[CH2:40][CH2:39][NH:38][CH2:37][C:33]=2[N:34]=[CH:35][N:36]=1.F[B-](F)(F)F.N1(OC(N(C)C)=[N+](C)C)C2C=CC=CC=2N=N1.C(N(CC)C(C)C)(C)C, predict the reaction product. The product is: [OH:1][CH:2]([C:4]1[N:8]=[CH:7][N:6]([C:9]2[N:10]=[CH:11][C:12]([O:23][CH3:24])=[C:13]3[C:17]([C:18](=[O:22])[C:19]([N:38]4[CH2:39][CH2:40][C:32]5[C:31]([C:26]6[CH:27]=[CH:28][CH:29]=[CH:30][N:25]=6)=[N:36][CH:35]=[N:34][C:33]=5[CH2:37]4)=[O:21])=[CH:16][NH:15][C:14]=23)[N:5]=1)[CH3:3].